Dataset: Full USPTO retrosynthesis dataset with 1.9M reactions from patents (1976-2016). Task: Predict the reactants needed to synthesize the given product. (1) The reactants are: [C:1]([OH:5])(=[O:4])[CH:2]=[CH2:3].S(=O)(=O)(O)O.[CH2:11]=[C:12]1[CH:19]2[CH2:20][CH:15]3[CH2:16][CH:17]([CH2:21][CH:13]1[CH2:14]3)[CH2:18]2.[OH-].[Na+]. Given the product [C:1]([O:5][C:12]1([CH3:11])[CH:13]2[CH2:21][CH:17]3[CH2:16][CH:15]([CH2:20][CH:19]1[CH2:18]3)[CH2:14]2)(=[O:4])[CH:2]=[CH2:3], predict the reactants needed to synthesize it. (2) Given the product [Br:9][C:10]1[CH:11]=[CH:12][C:13]([CH3:17])=[C:14]([NH:15][C:4](=[O:5])[CH2:3][C:2]([CH3:8])([CH3:7])[CH3:1])[CH:16]=1, predict the reactants needed to synthesize it. The reactants are: [CH3:1][C:2]([CH3:8])([CH3:7])[CH2:3][C:4](Cl)=[O:5].[Br:9][C:10]1[CH:11]=[CH:12][C:13]([CH3:17])=[C:14]([CH:16]=1)[NH2:15].O.